Dataset: Catalyst prediction with 721,799 reactions and 888 catalyst types from USPTO. Task: Predict which catalyst facilitates the given reaction. (1) Reactant: Cl[CH2:2][C:3]1[N:4]=[C:5]([C:14]2[CH:19]=[CH:18][CH:17]=[CH:16][CH:15]=2)[O:6][C:7]=1[C:8]1[CH:9]=[N:10][CH:11]=[CH:12][CH:13]=1.[C-:20]#[N:21].[K+].O. Product: [C:14]1([C:5]2[O:6][C:7]([C:8]3[CH:9]=[N:10][CH:11]=[CH:12][CH:13]=3)=[C:3]([CH2:2][C:20]#[N:21])[N:4]=2)[CH:19]=[CH:18][CH:17]=[CH:16][CH:15]=1. The catalyst class is: 16. (2) Reactant: [Br:1][C:2]1[CH:6]=[C:5]([CH3:7])[S:4][C:3]=1[CH:8]=O.[NH2:10]OS(O)(=O)=O. Product: [Br:1][C:2]1[CH:6]=[C:5]([CH3:7])[S:4][C:3]=1[C:8]#[N:10]. The catalyst class is: 6.